From a dataset of Full USPTO retrosynthesis dataset with 1.9M reactions from patents (1976-2016). Predict the reactants needed to synthesize the given product. (1) Given the product [N:1]1[CH:6]=[CH:5][C:4]([C:7]2[CH:13]=[CH:12][C:10]([NH:11][C:22](=[O:23])[O:21][CH2:14][C:15]3[CH:20]=[CH:19][CH:18]=[CH:17][CH:16]=3)=[CH:9][CH:8]=2)=[CH:3][CH:2]=1, predict the reactants needed to synthesize it. The reactants are: [N:1]1[CH:6]=[CH:5][C:4]([C:7]2[CH:13]=[CH:12][C:10]([NH2:11])=[CH:9][CH:8]=2)=[CH:3][CH:2]=1.[CH2:14]([O:21][C:22](Cl)=[O:23])[C:15]1[CH:20]=[CH:19][CH:18]=[CH:17][CH:16]=1. (2) Given the product [Cl:3][C:4]1[CH:9]=[CH:8][C:7]([CH:10]([C:28]2[CH:29]=[CH:30][C:31]([CH2:34][OH:35])=[CH:32][CH:33]=2)[N:11]2[CH2:12][C:13](=[C:15]([C:20]3[CH:21]=[C:22]([F:27])[CH:23]=[C:24]([F:26])[CH:25]=3)[S:16]([CH3:19])(=[O:18])=[O:17])[CH2:14]2)=[CH:6][CH:5]=1, predict the reactants needed to synthesize it. The reactants are: [BH4-].[Na+].[Cl:3][C:4]1[CH:9]=[CH:8][C:7]([CH:10]([C:28]2[CH:33]=[CH:32][C:31]([CH:34]=[O:35])=[CH:30][CH:29]=2)[N:11]2[CH2:14][C:13](=[C:15]([C:20]3[CH:25]=[C:24]([F:26])[CH:23]=[C:22]([F:27])[CH:21]=3)[S:16]([CH3:19])(=[O:18])=[O:17])[CH2:12]2)=[CH:6][CH:5]=1.O.